The task is: Predict which catalyst facilitates the given reaction.. This data is from Catalyst prediction with 721,799 reactions and 888 catalyst types from USPTO. (1) Reactant: Cl.[NH2:2][CH2:3][CH2:4][CH2:5][CH2:6][NH:7][S:8]([CH3:11])(=[O:10])=[O:9].Cl[C:13]1[C:22]2[C:17](=[CH:18][C:19]([C:23]3[CH:28]=[CH:27][CH:26]=[CH:25][CH:24]=3)=[CH:20][CH:21]=2)[N:16]=[CH:15][C:14]=1[N+:29]([O-:31])=[O:30].C(N(CC)CC)C.O. Product: [N+:29]([C:14]1[CH:15]=[N:16][C:17]2[C:22]([C:13]=1[NH:2][CH2:3][CH2:4][CH2:5][CH2:6][NH:7][S:8]([CH3:11])(=[O:10])=[O:9])=[CH:21][CH:20]=[C:19]([C:23]1[CH:28]=[CH:27][CH:26]=[CH:25][CH:24]=1)[CH:18]=2)([O-:31])=[O:30]. The catalyst class is: 37. (2) Reactant: [OH-].[Na+].[Cl:3][C:4]1[CH:5]=[C:6]([CH:18]=[CH:19][C:20]=1[Cl:21])[C:7]([C@H:9]1[CH2:11][C@:10]1([CH3:17])[C:12]([O:14]CC)=[O:13])=[O:8].Cl. Product: [Cl:3][C:4]1[CH:5]=[C:6]([CH:18]=[CH:19][C:20]=1[Cl:21])[C:7]([C@H:9]1[CH2:11][C@:10]1([CH3:17])[C:12]([OH:14])=[O:13])=[O:8]. The catalyst class is: 12. (3) Reactant: F[C:2]1[CH:7]=[C:6]([CH3:8])[CH:5]=[CH:4][N:3]=1.[CH3:9][CH:10]([CH3:13])[C:11]#[N:12].C[Si](C)(C)[N-][Si](C)(C)C.[K+]. Product: [CH3:9][C:10]([C:2]1[CH:7]=[C:6]([CH3:8])[CH:5]=[CH:4][N:3]=1)([CH3:13])[C:11]#[N:12]. The catalyst class is: 11. (4) Reactant: [N:1]1([C:10]2[S:14][C:13]([C:15]([O:17]C)=O)=[C:12]([O:19][CH2:20][C:21]3[CH:26]=[CH:25][CH:24]=[CH:23][C:22]=3[C:27]([F:30])([F:29])[F:28])[CH:11]=2)[C:9]2[C:4](=[N:5][CH:6]=[CH:7][CH:8]=2)[N:3]=[CH:2]1.[NH3:31]. Product: [N:1]1([C:10]2[S:14][C:13]([C:15]([NH2:31])=[O:17])=[C:12]([O:19][CH2:20][C:21]3[CH:26]=[CH:25][CH:24]=[CH:23][C:22]=3[C:27]([F:29])([F:28])[F:30])[CH:11]=2)[C:9]2[C:4](=[N:5][CH:6]=[CH:7][CH:8]=2)[N:3]=[CH:2]1. The catalyst class is: 5. (5) Reactant: [CH2:1]([O:3][C:4](=[O:27])[CH:5]=[CH:6][C:7]1[CH:12]=[C:11]([O:13][CH3:14])[C:10]([CH2:15][C@H:16]([NH:18][C:19](=[O:24])[C:20]([F:23])([F:22])[F:21])[CH3:17])=[CH:9][C:8]=1[O:25][CH3:26])[CH3:2]. Product: [CH2:1]([O:3][C:4](=[O:27])[CH2:5][CH2:6][C:7]1[CH:12]=[C:11]([O:13][CH3:14])[C:10]([CH2:15][C@H:16]([NH:18][C:19](=[O:24])[C:20]([F:23])([F:21])[F:22])[CH3:17])=[CH:9][C:8]=1[O:25][CH3:26])[CH3:2]. The catalyst class is: 29. (6) Reactant: [F:1][C:2]([F:18])([F:17])[C:3]1[CH:11]=[C:10]2[C:6]([CH:7]=[CH:8][NH:9]2)=[C:5]([C:12]2[O:16][CH:15]=[N:14][CH:13]=2)[CH:4]=1.[H-].[Na+].[CH:21]1([C:24](Cl)=[O:25])[CH2:23][CH2:22]1.[Cl-].[NH4+]. Product: [CH:21]1([C:24]([N:9]2[C:10]3[C:6](=[C:5]([C:12]4[O:16][CH:15]=[N:14][CH:13]=4)[CH:4]=[C:3]([C:2]([F:17])([F:1])[F:18])[CH:11]=3)[CH:7]=[CH:8]2)=[O:25])[CH2:23][CH2:22]1. The catalyst class is: 3.